Binary Classification. Given a miRNA mature sequence and a target amino acid sequence, predict their likelihood of interaction. From a dataset of Experimentally validated miRNA-target interactions with 360,000+ pairs, plus equal number of negative samples. (1) The miRNA is hsa-miR-548at-5p with sequence AAAAGUUAUUGCGGUUUUGGCU. The protein sequence of the target gene is MKRKSERRSAWATAPPCSRRSSSSSPGVKKSRSSTPQELHRLEQQDDLYLDITDRLCFAILYSRPKSATNEHYFSIDNELEYENFYADFGPLNLAMVYRYCCKINKKLKSITMLRKKIIHFTGTDQRKQANAAFLVGCYMVIYLGRTPEDAYRTLIFGDTAYIPFRDAAYGSCSFYITLLDCFHAVKKAMQYGFFNFNSFNLDEYEHYEKAENGDFNWIIPERFLAFCGPHSRSRLESGYHQHSPETYIPYFKNHNVTTIIRLNKRMYDAKRFTDAGFDHHDLFFPDGSTPAESIVQEFL.... Result: 0 (no interaction). (2) The miRNA is hsa-miR-136-3p with sequence CAUCAUCGUCUCAAAUGAGUCU. The protein sequence of the target gene is MAFDVSCFFWVVLFSAGCKVITSWDQMCIEKEANKTYNCENLGLSEIPDTLPNTTEFLEFSFNFLPTIHNRTFSRLMNLTFLDLTRCQINWIHEDTFQSHHQLSTLVLTGNPLIFMAETSLNGPKSLKHLFLIQTGISNLEFIPVHNLENLESLYLGSNHISSIKFPKDFPARNLKVLDFQNNAIHYISREDMRSLEQAINLSLNFNGNNVKGIELGAFDSTIFQSLNFGGTPNLSVIFNGLQNSTTQSLWLGTFEDIDDEDISSAMLKGLCEMSVESLNLQEHRFSDISSTTFQCFTQL.... Result: 0 (no interaction).